From a dataset of Full USPTO retrosynthesis dataset with 1.9M reactions from patents (1976-2016). Predict the reactants needed to synthesize the given product. (1) Given the product [CH2:1]([O:8][C:9]1[C:10]([NH:32][C:29]2[CH:30]=[CH:31][C:26]3[N:25]=[CH:24][O:23][C:27]=3[CH:28]=2)=[N:11][CH:12]=[N:13][C:14]=1[C:15]1[CH:20]=[CH:19][C:18]([CH3:21])=[CH:17][CH:16]=1)[C:2]1[CH:7]=[CH:6][CH:5]=[CH:4][CH:3]=1, predict the reactants needed to synthesize it. The reactants are: [CH2:1]([O:8][C:9]1[C:10](Cl)=[N:11][CH:12]=[N:13][C:14]=1[C:15]1[CH:20]=[CH:19][C:18]([CH3:21])=[CH:17][CH:16]=1)[C:2]1[CH:7]=[CH:6][CH:5]=[CH:4][CH:3]=1.[O:23]1[C:27]2[CH:28]=[C:29]([NH2:32])[CH:30]=[CH:31][C:26]=2[N:25]=[CH:24]1.C(O[Na])(C)(C)C. (2) Given the product [CH2:8]([CH:5]([CH2:6][CH3:7])[CH:4]([NH2:1])[C:10]1[N:14]([CH2:15][C:16]2[CH:17]=[CH:18][C:19]([O:22][CH3:23])=[CH:20][CH:21]=2)[N:13]=[CH:12][CH:11]=1)[CH3:9], predict the reactants needed to synthesize it. The reactants are: [N:1]([CH:4]([C:10]1[N:14]([CH2:15][C:16]2[CH:21]=[CH:20][C:19]([O:22][CH3:23])=[CH:18][CH:17]=2)[N:13]=[CH:12][CH:11]=1)[CH:5]([CH2:8][CH3:9])[CH2:6][CH3:7])=[N+]=[N-]. (3) Given the product [F:12][C:11]([F:14])([F:13])[S:8]([C:4]1[CH:3]=[C:2]([N:15]2[CH2:20][CH2:19][NH:18][CH2:17][CH2:16]2)[CH:7]=[CH:6][CH:5]=1)(=[O:10])=[O:9], predict the reactants needed to synthesize it. The reactants are: Br[C:2]1[CH:3]=[C:4]([S:8]([C:11]([F:14])([F:13])[F:12])(=[O:10])=[O:9])[CH:5]=[CH:6][CH:7]=1.[NH:15]1[CH2:20][CH2:19][NH:18][CH2:17][CH2:16]1. (4) Given the product [NH2:50][C:46]1[N:47]=[C:48]([C:26]2[C:22]([C:18]3[C:17]([F:42])=[C:16]([N:12]([CH2:13][O:14][CH3:15])[S:9]([C:3]4[CH:4]=[C:5]([F:8])[CH:6]=[CH:7][C:2]=4[F:1])(=[O:10])=[O:11])[CH:21]=[CH:20][CH:19]=3)=[N:23][N:24]([CH:36]3[CH2:41][CH2:40][CH2:39][CH2:38][O:37]3)[CH:25]=2)[CH:49]=[CH:44][N:45]=1, predict the reactants needed to synthesize it. The reactants are: [F:1][C:2]1[CH:7]=[CH:6][C:5]([F:8])=[CH:4][C:3]=1[S:9]([N:12]([C:16]1[CH:21]=[CH:20][CH:19]=[C:18]([C:22]2[C:26](B3OC(C)(C)C(C)(C)O3)=[CH:25][N:24]([CH:36]3[CH2:41][CH2:40][CH2:39][CH2:38][O:37]3)[N:23]=2)[C:17]=1[F:42])[CH2:13][O:14][CH3:15])(=[O:11])=[O:10].Cl[C:44]1[CH:49]=[CH:48][N:47]=[C:46]([NH2:50])[N:45]=1.C(=O)([O-])[O-].[Cs+].[Cs+].C(Cl)Cl. (5) Given the product [C:45]1([CH:44]([O:34][C:35]2[CH:42]=[CH:41][C:38]([C:39]#[N:40])=[CH:37][CH:36]=2)[CH3:43])[CH:50]=[CH:49][CH:48]=[CH:47][CH:46]=1, predict the reactants needed to synthesize it. The reactants are: CC(OC(/N=N/C(OC(C)C)=O)=O)C.C1C=CC(P(C2C=CC=CC=2)C2C=CC=CC=2)=CC=1.[OH:34][C:35]1[CH:42]=[CH:41][C:38]([C:39]#[N:40])=[CH:37][CH:36]=1.[CH3:43][CH:44](O)[C:45]1[CH:50]=[CH:49][CH:48]=[CH:47][CH:46]=1. (6) The reactants are: C([O-])([O-])=O.[Na+].[Na+].[OH:7][C:8]([CH3:41])([CH3:40])[CH2:9][C@@:10]1([C:34]2[CH:39]=[CH:38][CH:37]=[CH:36][CH:35]=2)[O:15][C:14](=[O:16])[N:13]([C@H:17]([C:19]2[CH:24]=[CH:23][C:22](B3OC(C)(C)C(C)(C)O3)=[CH:21][CH:20]=2)[CH3:18])[CH2:12][CH2:11]1.Br[C:43]1[CH:44]=[CH:45][C:46](=[O:53])[N:47]([CH2:49][CH:50]2[CH2:52][CH2:51]2)[CH:48]=1. Given the product [CH:50]1([CH2:49][N:47]2[C:46](=[O:53])[CH:45]=[CH:44][C:43]([C:22]3[CH:21]=[CH:20][C:19]([C@@H:17]([N:13]4[CH2:12][CH2:11][C@:10]([CH2:9][C:8]([OH:7])([CH3:40])[CH3:41])([C:34]5[CH:39]=[CH:38][CH:37]=[CH:36][CH:35]=5)[O:15][C:14]4=[O:16])[CH3:18])=[CH:24][CH:23]=3)=[CH:48]2)[CH2:52][CH2:51]1, predict the reactants needed to synthesize it.